Dataset: Full USPTO retrosynthesis dataset with 1.9M reactions from patents (1976-2016). Task: Predict the reactants needed to synthesize the given product. (1) Given the product [C:17]1([NH:16][C:28]([N:13]2[CH2:14][CH2:15][C:10]3[NH:9][N:8]=[C:7]([C:1]4[CH:2]=[CH:3][CH:4]=[CH:5][CH:6]=4)[C:11]=3[CH2:12]2)=[O:29])[CH:22]=[CH:21][CH:20]=[CH:19][CH:18]=1, predict the reactants needed to synthesize it. The reactants are: [C:1]1([C:7]2[C:11]3[CH2:12][NH:13][CH2:14][CH2:15][C:10]=3[NH:9][N:8]=2)[CH:6]=[CH:5][CH:4]=[CH:3][CH:2]=1.[NH2:16][C:17]1[CH:22]=[CH:21][CH:20]=[CH:19][CH:18]=1.C1N=CN([C:28](N2C=NC=C2)=[O:29])C=1.O. (2) Given the product [Cl:1][C:2]1[CH:9]=[CH:8][C:5]([C:6]#[N:7])=[C:4]([CH:3]=1)[O:26][CH:14]([CH:11]1[CH2:12][CH2:13]1)[CH2:15][CH2:16][N:17]([CH3:25])[C:18](=[O:24])[O:19][C:20]([CH3:23])([CH3:22])[CH3:21], predict the reactants needed to synthesize it. The reactants are: [Cl:1][C:2]1[CH:9]=[CH:8][C:5]([C:6]#[N:7])=[C:4](F)[CH:3]=1.[CH:11]1([CH:14]([OH:26])[CH2:15][CH2:16][N:17]([CH3:25])[C:18](=[O:24])[O:19][C:20]([CH3:23])([CH3:22])[CH3:21])[CH2:13][CH2:12]1. (3) The reactants are: [CH2:1]([N:4]1[CH2:13][CH2:12][C:11]2[C:6](=[CH:7][CH:8]=[CH:9][C:10]=2[NH:14]CC(O)=O)[CH2:5]1)[C:2]#[CH:3].C([Br:22])C#C. Given the product [Br-:22].[NH2:14][C:10]1[CH:9]=[CH:8][CH:7]=[C:6]2[C:11]=1[CH:12]=[CH:13][N+:4]([CH2:1][C:2]#[CH:3])=[CH:5]2, predict the reactants needed to synthesize it. (4) Given the product [C:1]([O:5][C:6](=[O:7])[NH:8][CH:9]1[CH2:10][C:11]2[C:16](=[CH:15][CH:14]=[N:13][CH:12]=2)[NH:17][C:21]1=[O:23])([CH3:4])([CH3:3])[CH3:2], predict the reactants needed to synthesize it. The reactants are: [C:1]([O:5][C:6]([NH:8][C:9]([C:21]([O:23]C)=O)=[CH:10][C:11]1[CH:12]=[N+:13]([O-])[CH:14]=[CH:15][C:16]=1[N+:17]([O-])=O)=[O:7])([CH3:4])([CH3:3])[CH3:2].[H][H]. (5) Given the product [CH3:29][C:25]([CH:22]1[CH2:23][CH2:24][C:19]([C:2]2[CH:3]=[C:4]3[C:9](=[CH:10][CH:11]=2)[NH:8][C:7](=[O:12])[CH2:6][CH2:5]3)=[CH:20][CH2:21]1)([CH3:28])[CH2:26][CH3:27], predict the reactants needed to synthesize it. The reactants are: Br[C:2]1[CH:3]=[C:4]2[C:9](=[CH:10][CH:11]=1)[NH:8][C:7](=[O:12])[CH2:6][CH2:5]2.FC(F)(F)S(O[C:19]1[CH2:24][CH2:23][CH:22]([C:25]([CH3:29])([CH3:28])[CH2:26][CH3:27])[CH2:21][CH:20]=1)(=O)=O.B1(B2OC(C)(C)C(C)(C)O2)OC(C)(C)C(C)(C)O1.C([O-])(=O)C.[K+].C(=O)([O-])[O-].[K+].[K+]. (6) Given the product [C:1]([N:42]1[CH2:41][CH2:40][CH:39]([O:38][C:36]2[CH:35]=[CH:34][C:14]([C:15]([NH:17][C:18]3[CH:27]=[C:26]([C:28]4[CH:29]=[CH:30][CH:31]=[CH:32][CH:33]=4)[CH:25]=[CH:24][C:19]=3[C:20]([O:22][CH3:23])=[O:21])=[O:16])=[C:13]([OH:12])[CH:37]=2)[CH2:44][CH2:43]1)(=[O:3])[CH3:2], predict the reactants needed to synthesize it. The reactants are: [C:1](OC(=O)C)(=[O:3])[CH3:2].C(Cl)Cl.Cl.[OH:12][C:13]1[CH:37]=[C:36]([O:38][CH:39]2[CH2:44][CH2:43][NH:42][CH2:41][CH2:40]2)[CH:35]=[CH:34][C:14]=1[C:15]([NH:17][C:18]1[CH:27]=[C:26]([C:28]2[CH:33]=[CH:32][CH:31]=[CH:30][CH:29]=2)[CH:25]=[CH:24][C:19]=1[C:20]([O:22][CH3:23])=[O:21])=[O:16]. (7) Given the product [C:6]([O:10][C:11](=[O:34])[NH:12][C:13]1[C:14]([O:32][CH3:33])=[N:15][N:16]2[C:20]([C:21]3[C:22]([O:30][CH3:31])=[CH:23][C:24]([O:29][CH2:42][CH2:43][F:44])=[CH:25][C:26]=3[O:27][CH3:28])=[CH:19][S:18][C:17]=12)([CH3:9])([CH3:8])[CH3:7], predict the reactants needed to synthesize it. The reactants are: CN(C=O)C.[C:6]([O:10][C:11](=[O:34])[NH:12][C:13]1[C:14]([O:32][CH3:33])=[N:15][N:16]2[C:20]([C:21]3[C:26]([O:27][CH3:28])=[CH:25][C:24]([OH:29])=[CH:23][C:22]=3[O:30][CH3:31])=[CH:19][S:18][C:17]=12)([CH3:9])([CH3:8])[CH3:7].C(=O)([O-])[O-].[K+].[K+].I[CH2:42][CH2:43][F:44]. (8) The reactants are: Br[C:2]1[CH:7]=[CH:6][C:5]([C:8]2[CH:12]=[C:11]([C:13]([CH3:16])([CH3:15])[CH3:14])[O:10][N:9]=2)=[CH:4][CH:3]=1.[B:17]1([B:17]2[O:21][C:20]([CH3:23])([CH3:22])[C:19]([CH3:25])([CH3:24])[O:18]2)[O:21][C:20]([CH3:23])([CH3:22])[C:19]([CH3:25])([CH3:24])[O:18]1.C([O-])(=O)C.[K+]. Given the product [C:13]([C:11]1[O:10][N:9]=[C:8]([C:5]2[CH:6]=[CH:7][C:2]([B:17]3[O:21][C:20]([CH3:23])([CH3:22])[C:19]([CH3:25])([CH3:24])[O:18]3)=[CH:3][CH:4]=2)[CH:12]=1)([CH3:16])([CH3:15])[CH3:14], predict the reactants needed to synthesize it. (9) Given the product [C:8]([NH:28][CH2:29][C:30]1[O:31][CH2:32][CH2:33][CH2:34][CH:35]=1)([C:21]1[CH:26]=[CH:25][CH:24]=[CH:23][CH:22]=1)([C:15]1[CH:20]=[CH:19][CH:18]=[CH:17][CH:16]=1)[C:9]1[CH:14]=[CH:13][CH:12]=[CH:11][CH:10]=1, predict the reactants needed to synthesize it. The reactants are: C(N(CC)CC)C.[C:8](Cl)([C:21]1[CH:26]=[CH:25][CH:24]=[CH:23][CH:22]=1)([C:15]1[CH:20]=[CH:19][CH:18]=[CH:17][CH:16]=1)[C:9]1[CH:14]=[CH:13][CH:12]=[CH:11][CH:10]=1.[NH2:28][CH2:29][C:30]1[O:31][CH2:32][CH2:33][CH2:34][CH:35]=1.